Dataset: Experimental lipophilicity measurements (octanol/water distribution) for 4,200 compounds from AstraZeneca. Task: Regression/Classification. Given a drug SMILES string, predict its absorption, distribution, metabolism, or excretion properties. Task type varies by dataset: regression for continuous measurements (e.g., permeability, clearance, half-life) or binary classification for categorical outcomes (e.g., BBB penetration, CYP inhibition). For this dataset (lipophilicity_astrazeneca), we predict Y. The molecule is CCCc1c(OCc2ccc(-c3nn[nH]n3)cc2)ccc(C(C)=O)c1O. The Y is 3.10 logD.